From a dataset of Forward reaction prediction with 1.9M reactions from USPTO patents (1976-2016). Predict the product of the given reaction. (1) The product is: [N+:1]([C:4]1[CH:12]=[CH:11][C:10]([N:18]2[CH2:19][CH2:20][N:15]([CH3:14])[CH2:16][CH2:17]2)=[CH:9][C:5]=1[C:6]([OH:8])=[O:7])([O-:3])=[O:2]. Given the reactants [N+:1]([C:4]1[CH:12]=[CH:11][C:10](Cl)=[CH:9][C:5]=1[C:6]([OH:8])=[O:7])([O-:3])=[O:2].[CH3:14][N:15]1[CH2:20][CH2:19][NH:18][CH2:17][CH2:16]1, predict the reaction product. (2) Given the reactants [F:1][C:2]1[CH:7]=[CH:6][CH:5]=[C:4]([F:8])[C:3]=1[N:9]1[C:14]2[N:15]=[C:16]([NH:27][CH2:28][CH2:29][NH2:30])[N:17]=[C:18]([C:19]3[CH:24]=[CH:23][C:22]([F:25])=[CH:21][C:20]=3[CH3:26])[C:13]=2[CH:12]=[CH:11][C:10]1=[O:31].[F:32][C:33]1[CH:34]=[C:35]([N:39]=[C:40]=[O:41])[CH:36]=[CH:37][CH:38]=1, predict the reaction product. The product is: [F:1][C:2]1[CH:7]=[CH:6][CH:5]=[C:4]([F:8])[C:3]=1[N:9]1[C:14]2[N:15]=[C:16]([NH:27][CH2:28][CH2:29][NH:30][C:40]([NH:39][C:35]3[CH:36]=[CH:37][CH:38]=[C:33]([F:32])[CH:34]=3)=[O:41])[N:17]=[C:18]([C:19]3[CH:24]=[CH:23][C:22]([F:25])=[CH:21][C:20]=3[CH3:26])[C:13]=2[CH:12]=[CH:11][C:10]1=[O:31].